Dataset: Catalyst prediction with 721,799 reactions and 888 catalyst types from USPTO. Task: Predict which catalyst facilitates the given reaction. Product: [F:1][C:2]1[CH:7]=[C:6]([CH:5]=[CH:4][C:3]=1[N:11]1[CH2:12][CH2:13][N:14]([CH2:17][CH2:18][F:19])[CH2:15][CH2:16]1)[NH2:8]. The catalyst class is: 505. Reactant: [F:1][C:2]1[CH:7]=[C:6]([N+:8]([O-])=O)[CH:5]=[CH:4][C:3]=1[N:11]1[CH2:16][CH2:15][N:14]([CH2:17][CH2:18][F:19])[CH2:13][CH2:12]1.CO.C(Cl)Cl.